This data is from Forward reaction prediction with 1.9M reactions from USPTO patents (1976-2016). The task is: Predict the product of the given reaction. (1) Given the reactants [CH3:1][C:2]1[N:3]=[CH:4][S:5][CH:6]=1.C([Li])CCC.F[C:13]1[CH:18]=[CH:17][CH:16]=[CH:15][C:14]=1[N+:19]([O-:21])=[O:20], predict the reaction product. The product is: [CH3:1][C:2]1[N:3]=[C:4]([C:13]2[CH:18]=[CH:17][CH:16]=[CH:15][C:14]=2[N+:19]([O-:21])=[O:20])[S:5][CH:6]=1. (2) Given the reactants C([N:3]([CH2:6][CH3:7])[CH2:4]C)C.[C:16](O[C:16]([O:18][C:19]([CH3:22])([CH3:21])[CH3:20])=[O:17])([O:18][C:19]([CH3:22])([CH3:21])[CH3:20])=[O:17].C[OH:24], predict the reaction product. The product is: [OH:24][CH:7]1[CH2:4][N:3]([C:16]([O:18][C:19]([CH3:20])([CH3:21])[CH3:22])=[O:17])[CH2:6]1. (3) Given the reactants [CH2:1]([N:8]1[CH2:25][CH2:24][C:11]2([N:15]([C:16]3[CH:21]=[CH:20][CH:19]=[CH:18][CH:17]=3)[C:14](=[O:22])[CH2:13][C:12]2=[O:23])[CH2:10][CH2:9]1)[C:2]1[CH:7]=[CH:6][CH:5]=[CH:4][CH:3]=1.[BH4-].[Na+].O, predict the reaction product. The product is: [CH2:1]([N:8]1[CH2:25][CH2:24][C:11]2([N:15]([C:16]3[CH:17]=[CH:18][CH:19]=[CH:20][CH:21]=3)[C:14](=[O:22])[CH2:13][CH:12]2[OH:23])[CH2:10][CH2:9]1)[C:2]1[CH:3]=[CH:4][CH:5]=[CH:6][CH:7]=1. (4) The product is: [CH2:1]([C:3]1[CH:4]=[C:5]([CH3:24])[C:6]([N:9]2[CH2:14][CH2:13][N:12]([C:15]([C:17]3[CH:22]=[CH:21][C:20]([N:25]4[CH2:29][CH2:28][CH2:27][C:26]4=[O:30])=[CH:19][CH:18]=3)=[O:16])[CH2:11][CH2:10]2)=[N:7][CH:8]=1)[CH3:2]. Given the reactants [CH2:1]([C:3]1[CH:4]=[C:5]([CH3:24])[C:6]([N:9]2[CH2:14][CH2:13][N:12]([C:15]([C:17]3[CH:22]=[CH:21][C:20](I)=[CH:19][CH:18]=3)=[O:16])[CH2:11][CH2:10]2)=[N:7][CH:8]=1)[CH3:2].[NH:25]1[CH2:29][CH2:28][CH2:27][C:26]1=[O:30], predict the reaction product. (5) The product is: [Cl:21][C:16]1[CH:15]=[N:14][C:13]2[N:18]([N:19]=[C:11]3[CH2:10][NH:9][CH2:22][C:12]3=2)[C:17]=1[CH3:20]. Given the reactants Cl.C(OC([N:9]1[CH2:22][C:12]2=[C:13]3[N:18]([N:19]=[C:11]2[CH2:10]1)[C:17]([CH3:20])=[C:16]([Cl:21])[CH:15]=[N:14]3)=O)(C)(C)C, predict the reaction product. (6) Given the reactants [O:1]1[CH2:7][CH2:6][CH2:5][O:4][C:3]2[CH:8]=[C:9]([CH2:12][NH2:13])[CH:10]=[CH:11][C:2]1=2.[Br:14][C:15]1[CH:16]=[CH:17][C:18]2[N:19]([CH:21]=[C:22]([C:24](OCC)=[O:25])[N:23]=2)[CH:20]=1, predict the reaction product. The product is: [Br:14][C:15]1[CH:16]=[CH:17][C:18]2[N:19]([CH:21]=[C:22]([C:24]([NH:13][CH2:12][C:9]3[CH:10]=[CH:11][C:2]4[O:1][CH2:7][CH2:6][CH2:5][O:4][C:3]=4[CH:8]=3)=[O:25])[N:23]=2)[CH:20]=1.